The task is: Predict the reactants needed to synthesize the given product.. This data is from Full USPTO retrosynthesis dataset with 1.9M reactions from patents (1976-2016). (1) Given the product [C:7]([O:11][C:12]([N:14]1[CH2:15][CH2:16][C:17]([OH:20])([CH2:21][CH2:22][OH:23])[CH2:18][CH2:19]1)=[O:13])([CH3:10])([CH3:8])[CH3:9], predict the reactants needed to synthesize it. The reactants are: B.C1COCC1.[C:7]([O:11][C:12]([N:14]1[CH2:19][CH2:18][C:17]([CH2:21][C:22](O)=[O:23])([OH:20])[CH2:16][CH2:15]1)=[O:13])([CH3:10])([CH3:9])[CH3:8]. (2) Given the product [C:1]([O:4][C@H:5]([C:8]#[C:9][C:10]#[C:11][C@H:12]([NH:22][C:33](=[O:34])[C:32]1[CH:36]=[CH:37][CH:38]=[CH:39][C:31]=1[Cl:30])[CH2:13][CH2:14][CH2:15][CH2:16][CH2:17][CH2:18][CH2:19][CH2:20][CH3:21])[CH:6]=[CH2:7])(=[O:3])[CH3:2], predict the reactants needed to synthesize it. The reactants are: [C:1]([O:4][C@H:5]([C:8]#[C:9][C:10]#[C:11][C@H:12]([NH2:22])[CH2:13][CH2:14][CH2:15][CH2:16][CH2:17][CH2:18][CH2:19][CH2:20][CH3:21])[CH:6]=[CH2:7])(=[O:3])[CH3:2].C(N(CC)CC)C.[Cl:30][C:31]1[CH:39]=[CH:38][CH:37]=[CH:36][C:32]=1[C:33](Cl)=[O:34]. (3) Given the product [NH2:1][C:2]1[C:3]2[C:13](=[O:14])[N:12]([C:15]3[CH:20]=[CH:19][C:18]([C:21]([CH3:27])([C:23](=[O:26])[C:24]#[CH:25])[CH3:22])=[CH:17][CH:16]=3)[CH2:11][CH2:10][C:4]=2[N:5]=[C:6]([O:8][CH3:9])[N:7]=1, predict the reactants needed to synthesize it. The reactants are: [NH2:1][C:2]1[C:3]2[C:13](=[O:14])[N:12]([C:15]3[CH:20]=[CH:19][C:18]([C:21]([CH3:27])([CH:23]([OH:26])[C:24]#[CH:25])[CH3:22])=[CH:17][CH:16]=3)[CH2:11][CH2:10][C:4]=2[N:5]=[C:6]([O:8][CH3:9])[N:7]=1.CC(OI1(OC(C)=O)(OC(C)=O)OC(=O)C2C=CC=CC1=2)=O. (4) Given the product [NH2:10][CH:11]1[C:17](=[O:18])[N:16]([CH3:19])[C:15]2[CH:20]=[CH:21][CH:22]=[CH:23][C:14]=2[C:13]([C:24]2[CH:25]=[CH:26][C:27]([C:30]([NH2:31])=[O:32])=[CH:28][CH:29]=2)=[N:12]1, predict the reactants needed to synthesize it. The reactants are: C(OC(=O)[NH:10][CH:11]1[C:17](=[O:18])[N:16]([CH3:19])[C:15]2[CH:20]=[CH:21][CH:22]=[CH:23][C:14]=2[C:13]([C:24]2[CH:29]=[CH:28][C:27]([C:30](=[O:32])[NH2:31])=[CH:26][CH:25]=2)=[N:12]1)C1C=CC=CC=1.Br. (5) Given the product [S:9]1[CH:13]=[CH:12][CH:11]=[C:10]1[C:14]([NH2:15])=[O:29].[S:9]1[CH:26]=[CH:25][CH:24]=[C:23]1[C:22]([OH:29])=[O:19], predict the reactants needed to synthesize it. The reactants are: P([O-])([O-])([O-])=O.[K+].[K+].[K+].[S:9]1[CH:13]=[CH:12][CH:11]=[C:10]1[C:14]#[N:15].C(#N)C.[OH2:19].CN(C)[C:22](=[O:29])[C:23]1C=C[CH:26]=[CH:25][CH:24]=1. (6) Given the product [Cl:15][C:16]1[CH:17]=[C:18]([CH:22]=[C:23]([F:25])[CH:24]=1)[CH2:19][CH:2]1[C:6]2[NH:7][C:8]([C:10]([O:12][CH2:13][CH3:14])=[O:11])=[CH:9][C:5]=2[CH2:4][CH2:3]1, predict the reactants needed to synthesize it. The reactants are: O=[C:2]1[C:6]2[NH:7][C:8]([C:10]([O:12][CH2:13][CH3:14])=[O:11])=[CH:9][C:5]=2[CH2:4][CH2:3]1.[Cl:15][C:16]1[CH:17]=[C:18]([CH:22]=[C:23]([F:25])[CH:24]=1)[CH2:19][Mg]Cl.